This data is from Forward reaction prediction with 1.9M reactions from USPTO patents (1976-2016). The task is: Predict the product of the given reaction. (1) Given the reactants Br[C:2]1[CH:3]=[C:4]([CH:8]([N:12]2[CH:16]=[C:15]([C:17]3[C:18]4[CH:25]=[CH:24][N:23]([CH2:26][O:27][CH2:28][CH2:29][Si:30]([CH3:33])([CH3:32])[CH3:31])[C:19]=4[N:20]=[CH:21][N:22]=3)[CH:14]=[N:13]2)[CH2:9][C:10]#[N:11])[CH:5]=[N:6][CH:7]=1.[CH3:34][Si:35]([C:38]#[CH:39])([CH3:37])[CH3:36], predict the reaction product. The product is: [CH3:31][Si:30]([CH3:33])([CH3:32])[CH2:29][CH2:28][O:27][CH2:26][N:23]1[C:19]2[N:20]=[CH:21][N:22]=[C:17]([C:15]3[CH:14]=[N:13][N:12]([CH:8]([C:4]4[CH:5]=[N:6][CH:7]=[C:2]([C:39]#[C:38][Si:35]([CH3:37])([CH3:36])[CH3:34])[CH:3]=4)[CH2:9][C:10]#[N:11])[CH:16]=3)[C:18]=2[CH:25]=[CH:24]1. (2) Given the reactants [CH3:1][O:2][C:3](=[O:30])[CH2:4][C:5]1[CH:10]=[CH:9][C:8]([O:11][CH:12]([F:14])[F:13])=[C:7]([O:15][C:16]2[CH:21]=[CH:20][C:19]([NH2:22])=[CH:18][C:17]=2[CH2:23][S:24][CH2:25][C:26]([F:29])([F:28])[F:27])[CH:6]=1.[C:31](Cl)(=[O:36])[C:32]([CH3:35])([CH3:34])[CH3:33], predict the reaction product. The product is: [CH3:1][O:2][C:3](=[O:30])[CH2:4][C:5]1[CH:10]=[CH:9][C:8]([O:11][CH:12]([F:14])[F:13])=[C:7]([O:15][C:16]2[CH:21]=[CH:20][C:19]([NH:22][C:31](=[O:36])[C:32]([CH3:35])([CH3:34])[CH3:33])=[CH:18][C:17]=2[CH2:23][S:24][CH2:25][C:26]([F:29])([F:27])[F:28])[CH:6]=1. (3) Given the reactants Br[C:2]1[N:6]2[CH:7]=[CH:8][C:9]([C:11]([F:14])([F:13])[F:12])=[N:10][C:5]2=[N:4][CH:3]=1.[F:15][C:16]1[C:21]([C:22]2[CH:23]=[N:24][CH:25]=[CH:26][CH:27]=2)=[C:20]([F:28])[CH:19]=[CH:18][C:17]=1B(O)O, predict the reaction product. The product is: [F:28][C:20]1[C:21]([C:22]2[CH:23]=[N:24][CH:25]=[CH:26][CH:27]=2)=[C:16]([F:15])[CH:17]=[CH:18][C:19]=1[C:2]1[N:6]2[CH:7]=[CH:8][C:9]([C:11]([F:14])([F:13])[F:12])=[N:10][C:5]2=[N:4][CH:3]=1. (4) Given the reactants [CH3:1][CH2:2][C:3]1[CH:8]=[CH:7][C:6]([C:9]([CH:11]([CH2:13][N:14]2[CH2:19][CH2:18][CH2:17][CH2:16][CH2:15]2)[CH3:12])=[O:10])=[CH:5][CH:4]=1.Cl.C(=O)(O)[O-].[Na+], predict the reaction product. The product is: [CH3:1][CH2:2][C:3]1[CH:8]=[CH:7][C:6]([C:9]([CH:11]([CH2:13][N:14]2[CH2:19][CH2:18][CH2:17][CH2:16][CH2:15]2)[CH3:12])=[O:10])=[CH:5][CH:4]=1. (5) Given the reactants CC(C)([O-])C.[Na+].[N:7]1([C:15]([O:17][C:18]([CH3:21])([CH3:20])[CH3:19])=[O:16])[CH:11]2[CH2:12][NH:13][CH2:14][CH:10]2[CH2:9][CH2:8]1.I[C:23]1[CH:24]=[CH:25][CH:26]=[C:27]2[C:32]=1[N:31]=[CH:30][C:29]([S:33]([C:36]1[CH:41]=[CH:40][CH:39]=[CH:38][CH:37]=1)(=[O:35])=[O:34])=[CH:28]2, predict the reaction product. The product is: [C:36]1([S:33]([C:29]2[CH:30]=[N:31][C:32]3[C:27]([CH:28]=2)=[CH:26][CH:25]=[CH:24][C:23]=3[N:13]2[CH2:14][CH:10]3[CH2:9][CH2:8][N:7]([C:15]([O:17][C:18]([CH3:21])([CH3:20])[CH3:19])=[O:16])[CH:11]3[CH2:12]2)(=[O:35])=[O:34])[CH:41]=[CH:40][CH:39]=[CH:38][CH:37]=1.